Task: Regression/Classification. Given a drug SMILES string, predict its absorption, distribution, metabolism, or excretion properties. Task type varies by dataset: regression for continuous measurements (e.g., permeability, clearance, half-life) or binary classification for categorical outcomes (e.g., BBB penetration, CYP inhibition). Dataset: bioavailability_ma.. Dataset: Oral bioavailability binary classification data from Ma et al. (1) The drug is COc1ccc2c3c1O[C@H]1C(=O)CC[C@@]4(O)[C@@H](C2)N(C)CC[C@]314. The result is 1 (high bioavailability). (2) The compound is COc1ccc(Cc2nccc3cc(OC)c(OC)cc23)cc1OC. The result is 1 (high bioavailability). (3) The molecule is Cc1onc(-c2c(Cl)cccc2Cl)c1C(=O)N[C@@H]1C(=O)N2[C@@H](C(=O)O)C(C)(C)S[C@H]12. The result is 1 (high bioavailability). (4) The molecule is CC(=O)O[C@H]1C[C@@H]2CC[C@@H]3[C@H](CC[C@@]4(C)[C@H]3C[C@H]([N+]3(C)CCCCC3)[C@@H]4OC(C)=O)[C@@]2(C)C[C@@H]1N1CCCCC1. The result is 0 (low bioavailability). (5) The drug is CC(C)(Cc1c[nH]c2ccccc12)NCC(O)COc1ccccc1C#N. The result is 1 (high bioavailability). (6) The compound is Cc1ccnc2c1NC(=O)c1cccnc1N2C1CC1. The result is 1 (high bioavailability). (7) The compound is NS(=O)(=O)c1cc(-c2nn[nH]n2)c(NCc2cccs2)cc1Cl. The result is 0 (low bioavailability). (8) The molecule is C=C1/C(=C\C=C2/CCC[C@@]3(C)[C@H]2CC[C@@H]3[C@H](C)CCCC(C)(C)O)C[C@@H](O)C[C@@H]1O. The result is 1 (high bioavailability). (9) The compound is CO[C@H]1O[C@@H]2O[C@@]3(C)CC[C@H]4[C@H](C)CC[C@@H]([C@H]1C)[C@]42OO3. The result is 1 (high bioavailability).